Dataset: Forward reaction prediction with 1.9M reactions from USPTO patents (1976-2016). Task: Predict the product of the given reaction. Given the reactants [Br:1][C:2]1[C:22]([OH:23])=[CH:21][C:5]2[C:6]([CH3:20])([CH3:19])[C:7]3[NH:8][C:9]4[C:14]([C:15]=3[C:16](=[O:17])[C:4]=2[CH:3]=1)=[CH:13][CH:12]=[C:11]([Cl:18])[CH:10]=4.C1(P(C2C=CC=CC=2)C2C=CC=CC=2)C=CC=CC=1.[CH3:43][C:44]1([CH3:51])[O:48][C@@H:47]([CH2:49]O)[CH2:46][O:45]1.C1(C)C=CC=CC=1.C(OC(N=NC(OCC)=O)=O)C, predict the reaction product. The product is: [Cl:18][C:11]1[CH:10]=[C:9]2[C:14]([C:15]3[C:16](=[O:17])[C:4]4[CH:3]=[C:2]([Br:1])[C:22]([O:23][CH2:49][C@H:47]5[CH2:46][O:45][C:44]([CH3:51])([CH3:43])[O:48]5)=[CH:21][C:5]=4[C:6]([CH3:20])([CH3:19])[C:7]=3[NH:8]2)=[CH:13][CH:12]=1.